This data is from Forward reaction prediction with 1.9M reactions from USPTO patents (1976-2016). The task is: Predict the product of the given reaction. (1) Given the reactants [Br:1][C:2]1[C:7]([CH3:8])=[CH:6][C:5]([OH:9])=[CH:4][C:3]=1[CH3:10].[O:11]1[CH:16]=[CH:15][CH2:14][CH2:13][CH2:12]1.C1(C)C=CC(S([O-])(=O)=O)=CC=1.[NH+]1C=CC=CC=1, predict the reaction product. The product is: [Br:1][C:2]1[C:7]([CH3:8])=[CH:6][C:5]([O:9][CH:12]2[CH2:13][CH2:14][CH2:15][CH2:16][O:11]2)=[CH:4][C:3]=1[CH3:10]. (2) Given the reactants [CH2:1]([O:3][C:4](=[O:25])[CH2:5][N:6]1[CH2:9][C:8]2([CH2:13][CH2:12][CH2:11][N:10]2[C:14](OCC2C=CC=CC=2)=[O:15])[C:7]1=[O:24])[CH3:2].[C:26](OC(=O)C)(=O)C, predict the reaction product. The product is: [C:14]([N:10]1[CH2:11][CH2:12][CH2:13][C:8]21[C:7](=[O:24])[N:6]([CH2:5][C:4]([O:3][CH2:1][CH3:2])=[O:25])[CH2:9]2)(=[O:15])[CH3:26]. (3) Given the reactants [CH2:1]([C:3]1[C:4]([NH2:8])=[N:5][NH:6][CH:7]=1)[CH3:2].[Br:9][CH:10]([CH:13]=O)[CH:11]=O.C(O)(=O)C, predict the reaction product. The product is: [Br:9][C:10]1[CH:11]=[N:8][C:4]2[N:5]([N:6]=[CH:7][C:3]=2[CH2:1][CH3:2])[CH:13]=1. (4) Given the reactants [C:1]([O:5][C:6]([N:8]1[CH2:12][CH2:11][CH:10]([O:13][C:14]2[C:19]3[C:20]4[CH:26]=[C:25](Br)[CH:24]=[N:23][C:21]=4[NH:22][C:18]=3[CH:17]=[N:16][C:15]=2[C:28]#[N:29])[CH2:9]1)=[O:7])([CH3:4])([CH3:3])[CH3:2].[CH3:30][N:31]1[CH:35]=[C:34](B2OC(C)(C)C(C)(C)O2)[CH:33]=[N:32]1.[F-].[K+], predict the reaction product. The product is: [C:1]([O:5][C:6]([N:8]1[CH2:12][CH2:11][CH:10]([O:13][C:14]2[C:19]3[C:20]4[CH:26]=[C:25]([C:34]5[CH:33]=[N:32][N:31]([CH3:30])[CH:35]=5)[CH:24]=[N:23][C:21]=4[NH:22][C:18]=3[CH:17]=[N:16][C:15]=2[C:28]#[N:29])[CH2:9]1)=[O:7])([CH3:4])([CH3:3])[CH3:2].